From a dataset of Catalyst prediction with 721,799 reactions and 888 catalyst types from USPTO. Predict which catalyst facilitates the given reaction. (1) Reactant: [CH:1]1([S:4]([C:7]2[CH:41]=[CH:40][C:10]([CH2:11][NH:12][C:13]([C:15]3[C:20](=[O:21])[N:19]([C:22]4[CH:27]=[CH:26][CH:25]=[C:24]([C:28]([F:31])([F:30])[F:29])[CH:23]=4)[C:18]([CH3:32])=[C:17]([CH2:33][CH2:34][C:35]([O:37]CC)=[O:36])[CH:16]=3)=[O:14])=[CH:9][CH:8]=2)(=[O:6])=[O:5])[CH2:3][CH2:2]1.CO.C1COCC1.[OH-].[Na+]. Product: [CH:1]1([S:4]([C:7]2[CH:8]=[CH:9][C:10]([CH2:11][NH:12][C:13]([C:15]3[C:20](=[O:21])[N:19]([C:22]4[CH:27]=[CH:26][CH:25]=[C:24]([C:28]([F:29])([F:30])[F:31])[CH:23]=4)[C:18]([CH3:32])=[C:17]([CH2:33][CH2:34][C:35]([OH:37])=[O:36])[CH:16]=3)=[O:14])=[CH:40][CH:41]=2)(=[O:5])=[O:6])[CH2:2][CH2:3]1. The catalyst class is: 211. (2) Reactant: [CH3:1][C:2]1[N:7]=[CH:6][C:5](B2OC(C)(C)C(C)(C)O2)=[CH:4][N:3]=1.Br[C:18]1[S:22][C:21]([C:23]([O:25][C:26]([CH3:29])([CH3:28])[CH3:27])=[O:24])=[N:20][CH:19]=1.C([O-])([O-])=O.[Na+].[Na+].[NH4+].[Cl-]. Product: [CH3:1][C:2]1[N:3]=[CH:4][C:5]([C:18]2[S:22][C:21]([C:23]([O:25][C:26]([CH3:29])([CH3:28])[CH3:27])=[O:24])=[N:20][CH:19]=2)=[CH:6][N:7]=1. The catalyst class is: 70. (3) Reactant: [C:1]([N:4]1[C:12]2[C:7](=[CH:8][C:9]([Br:13])=[CH:10][CH:11]=2)[C:6]([O:14]C(=O)C)=[CH:5]1)(=[O:3])[CH3:2].S([O-])([O-])=O.[Na+].[Na+]. Product: [C:1]([N:4]1[C:12]2[C:7](=[CH:8][C:9]([Br:13])=[CH:10][CH:11]=2)[C:6]([OH:14])=[CH:5]1)(=[O:3])[CH3:2]. The catalyst class is: 6. (4) The catalyst class is: 2. Reactant: C(O[C:5](=[O:7])[CH3:6])(=O)C.[CH3:8][N:9]1[CH2:14][CH2:13][N:12]([C:15]2[N:20]=[C:19]([NH2:21])[N:18]=[C:17]([NH:22][CH:23]3[CH2:28][CH2:27][NH:26][CH2:25][CH2:24]3)[CH:16]=2)[CH2:11][CH2:10]1.CCN(C(C)C)C(C)C. Product: [C:5]([N:26]1[CH2:27][CH2:28][CH:23]([NH:22][C:17]2[CH:16]=[C:15]([N:12]3[CH2:11][CH2:10][N:9]([CH3:8])[CH2:14][CH2:13]3)[N:20]=[C:19]([NH2:21])[N:18]=2)[CH2:24][CH2:25]1)(=[O:7])[CH3:6]. (5) Reactant: [C:1]([O:5][C:6]([NH:8][C@:9]([C:18]1[O:22][C:21]([C:23]2[CH:24]=[C:25]([CH:29]=[C:30]([C:32]3([C:37]#[N:38])[CH2:36][CH2:35][CH2:34][CH2:33]3)[CH:31]=2)[C:26](O)=[O:27])=[N:20][N:19]=1)([CH3:17])[CH2:10][C:11]1[CH:16]=[CH:15][CH:14]=[CH:13][CH:12]=1)=[O:7])([CH3:4])([CH3:3])[CH3:2].[F:39][C:40]1[CH:45]=[CH:44][C:43]([C@H:46]([NH2:48])[CH3:47])=[CH:42][CH:41]=1.F[P-](F)(F)(F)(F)F.N1(O[P+](N(C)C)(N(C)C)N(C)C)C2C=CC=CC=2N=N1.C(N(C(C)C)CC)(C)C. Product: [C:1]([O:5][C:6]([NH:8][C@:9]([C:18]1[O:22][C:21]([C:23]2[CH:24]=[C:25]([CH:29]=[C:30]([C:32]3([C:37]#[N:38])[CH2:36][CH2:35][CH2:34][CH2:33]3)[CH:31]=2)[C:26]([NH:48][C@@H:46]([C:43]2[CH:44]=[CH:45][C:40]([F:39])=[CH:41][CH:42]=2)[CH3:47])=[O:27])=[N:20][N:19]=1)([CH3:17])[CH2:10][C:11]1[CH:16]=[CH:15][CH:14]=[CH:13][CH:12]=1)=[O:7])([CH3:2])([CH3:3])[CH3:4]. The catalyst class is: 3. (6) Reactant: [CH3:1][N:2]1[CH2:7][CH2:6][N:5]([C:8]2[N:13]=[CH:12][C:11]([NH2:14])=[CH:10][CH:9]=2)[CH2:4][CH2:3]1.[S:15]1[CH:19]=[C:18]([C:20]2[C:29]3[N:28]=[CH:27][CH:26]=[N:25][C:24]=3[C:23]([C:30](O)=[O:31])=[CH:22][CH:21]=2)[C:17]2[CH:33]=[CH:34][CH:35]=[CH:36][C:16]1=2. Product: [CH3:1][N:2]1[CH2:7][CH2:6][N:5]([C:8]2[N:13]=[CH:12][C:11]([NH:14][C:30]([C:23]3[C:24]4[N:25]=[CH:26][CH:27]=[N:28][C:29]=4[C:20]([C:18]4[C:17]5[CH:33]=[CH:34][CH:35]=[CH:36][C:16]=5[S:15][CH:19]=4)=[CH:21][CH:22]=3)=[O:31])=[CH:10][CH:9]=2)[CH2:4][CH2:3]1. The catalyst class is: 61.